From a dataset of Full USPTO retrosynthesis dataset with 1.9M reactions from patents (1976-2016). Predict the reactants needed to synthesize the given product. (1) Given the product [N+:8]([C:5]1[CH:6]=[CH:7][C:2]([N:11]2[CH2:15][CH2:14][CH2:13][CH2:12]2)=[N:3][CH:4]=1)([O-:10])=[O:9], predict the reactants needed to synthesize it. The reactants are: Cl[C:2]1[CH:7]=[CH:6][C:5]([N+:8]([O-:10])=[O:9])=[CH:4][N:3]=1.[NH:11]1[CH2:15][CH2:14][CH2:13][CH2:12]1. (2) The reactants are: Br[C:2]1[CH:7]=[CH:6][C:5]([N:8]2[CH2:13][CH2:12][N:11]([CH2:14][C:15]([O:17][CH3:18])=[O:16])[CH2:10][CH2:9]2)=[CH:4][CH:3]=1.[B:19]1([B:19]2[O:23][C:22]([CH3:25])([CH3:24])[C:21]([CH3:27])([CH3:26])[O:20]2)[O:23][C:22]([CH3:25])([CH3:24])[C:21]([CH3:27])([CH3:26])[O:20]1.C([O-])(=O)C.[K+].ClCCl. Given the product [CH3:26][C:21]1([CH3:27])[C:22]([CH3:25])([CH3:24])[O:23][B:19]([C:2]2[CH:7]=[CH:6][C:5]([N:8]3[CH2:13][CH2:12][N:11]([CH2:14][C:15]([O:17][CH3:18])=[O:16])[CH2:10][CH2:9]3)=[CH:4][CH:3]=2)[O:20]1, predict the reactants needed to synthesize it.